Task: Predict the product of the given reaction.. Dataset: Forward reaction prediction with 1.9M reactions from USPTO patents (1976-2016) (1) Given the reactants C[Si]([N-][Si](C)(C)C)(C)C.[Na+].[CH3:11][C:12]1[CH:17]=[CH:16][N:15]=[CH:14][C:13]=1[NH2:18].[C:19](O[C:19]([O:21][C:22]([CH3:25])([CH3:24])[CH3:23])=[O:20])([O:21][C:22]([CH3:25])([CH3:24])[CH3:23])=[O:20].Cl, predict the reaction product. The product is: [CH3:11][C:12]1[CH:17]=[CH:16][N:15]=[CH:14][C:13]=1[NH:18][C:19](=[O:20])[O:21][C:22]([CH3:25])([CH3:24])[CH3:23]. (2) Given the reactants [Mg].II.Br[C:5]1[CH:12]=[CH:11][C:8]([CH:9]=[CH2:10])=[CH:7][CH:6]=1.[F:13][C:14]([F:22])([F:21])[C:15]([C:17]([F:20])([F:19])[F:18])=[O:16], predict the reaction product. The product is: [F:13][C:14]([F:22])([F:21])[C:15]([OH:16])([C:5]1[CH:12]=[CH:11][C:8]([CH:9]=[CH2:10])=[CH:7][CH:6]=1)[C:17]([F:20])([F:19])[F:18]. (3) Given the reactants Br[C:2]1[N:7]=[C:6]([CH2:8][C:9]([NH:11][C:12]2[CH:13]=[N:14][N:15]([CH3:17])[CH:16]=2)=[O:10])[CH:5]=[CH:4][CH:3]=1.[NH2:18][C:19]1[S:20][C:21]([C:27]2[C:32]([F:33])=[CH:31][C:30]([C:34]([OH:37])([CH3:36])[CH3:35])=[CH:29][C:28]=2[F:38])=[CH:22][C:23]=1[C:24]([NH2:26])=[O:25], predict the reaction product. The product is: [F:38][C:28]1[CH:29]=[C:30]([C:34]([OH:37])([CH3:36])[CH3:35])[CH:31]=[C:32]([F:33])[C:27]=1[C:21]1[S:20][C:19]([NH:18][C:2]2[CH:3]=[CH:4][CH:5]=[C:6]([CH2:8][C:9]([NH:11][C:12]3[CH:13]=[N:14][N:15]([CH3:17])[CH:16]=3)=[O:10])[N:7]=2)=[C:23]([C:24]([NH2:26])=[O:25])[CH:22]=1. (4) Given the reactants [Br:1][C:2]1[CH:3]=[CH:4][C:5]([OH:8])=[N:6][CH:7]=1.[H-].[Na+].I[CH3:12].O, predict the reaction product. The product is: [Br:1][C:2]1[CH:3]=[CH:4][C:5](=[O:8])[N:6]([CH3:12])[CH:7]=1. (5) The product is: [CH3:9][O:10][C:11](=[O:20])[C:12]1[CH:17]=[CH:16][C:15]([C:1]2[CH2:5][CH2:4][CH2:3][CH:2]=2)=[C:14]([CH3:19])[CH:13]=1. Given the reactants [C:1]1(B(O)O)[CH2:5][CH2:4][CH2:3][CH:2]=1.[CH3:9][O:10][C:11](=[O:20])[C:12]1[CH:17]=[CH:16][C:15](Br)=[C:14]([CH3:19])[CH:13]=1.C(=O)([O-])[O-].[Cs+].[Cs+], predict the reaction product. (6) Given the reactants Br[C:2]1[CH:3]=[CH:4][C:5]([O:8][CH2:9][CH3:10])=[N:6][CH:7]=1.[O:11]1[C:15]2([CH2:20][CH2:19][C:18](=[O:21])[CH2:17][CH2:16]2)[O:14][CH2:13][CH2:12]1, predict the reaction product. The product is: [CH2:9]([O:8][C:5]1[N:6]=[CH:7][C:2]([C:18]2([OH:21])[CH2:19][CH2:20][C:15]3([O:14][CH2:13][CH2:12][O:11]3)[CH2:16][CH2:17]2)=[CH:3][CH:4]=1)[CH3:10]. (7) Given the reactants Cl[C:2]1[C:3]2[N:4]([CH:23]=[CH:24][N:25]=2)[C:5]([C:16]2[CH:21]=[CH:20][C:19]([CH3:22])=[CH:18][CH:17]=2)=[C:6]([C:8]2[CH:15]=[CH:14][C:11]([C:12]#[N:13])=[CH:10][CH:9]=2)[N:7]=1.[CH3:26][C:27]1(C)C(C)(C)OB(C=C)O1.C(=O)([O-])[O-].[Na+].[Na+].ClCCl, predict the reaction product. The product is: [CH3:22][C:19]1[CH:20]=[CH:21][C:16]([C:5]2[N:4]3[CH:23]=[CH:24][N:25]=[C:3]3[C:2]([CH:26]=[CH2:27])=[N:7][C:6]=2[C:8]2[CH:15]=[CH:14][C:11]([C:12]#[N:13])=[CH:10][CH:9]=2)=[CH:17][CH:18]=1.